This data is from NCI-60 drug combinations with 297,098 pairs across 59 cell lines. The task is: Regression. Given two drug SMILES strings and cell line genomic features, predict the synergy score measuring deviation from expected non-interaction effect. (1) Drug 1: CCCS(=O)(=O)NC1=C(C(=C(C=C1)F)C(=O)C2=CNC3=C2C=C(C=N3)C4=CC=C(C=C4)Cl)F. Drug 2: C1=NC2=C(N=C(N=C2N1C3C(C(C(O3)CO)O)O)F)N. Cell line: BT-549. Synergy scores: CSS=-3.16, Synergy_ZIP=-1.31, Synergy_Bliss=-6.42, Synergy_Loewe=-11.7, Synergy_HSA=-8.75. (2) Drug 1: C1CC(=O)NC(=O)C1N2CC3=C(C2=O)C=CC=C3N. Drug 2: C1=CC(=CC=C1CC(C(=O)O)N)N(CCCl)CCCl.Cl. Cell line: SF-295. Synergy scores: CSS=8.73, Synergy_ZIP=-3.93, Synergy_Bliss=4.13, Synergy_Loewe=5.40, Synergy_HSA=5.53. (3) Drug 1: CC12CCC(CC1=CCC3C2CCC4(C3CC=C4C5=CN=CC=C5)C)O. Drug 2: CCN(CC)CCCC(C)NC1=C2C=C(C=CC2=NC3=C1C=CC(=C3)Cl)OC. Cell line: MDA-MB-231. Synergy scores: CSS=34.3, Synergy_ZIP=-5.06, Synergy_Bliss=3.32, Synergy_Loewe=-10.9, Synergy_HSA=4.81. (4) Drug 1: CC(C1=C(C=CC(=C1Cl)F)Cl)OC2=C(N=CC(=C2)C3=CN(N=C3)C4CCNCC4)N. Drug 2: CS(=O)(=O)C1=CC(=C(C=C1)C(=O)NC2=CC(=C(C=C2)Cl)C3=CC=CC=N3)Cl. Cell line: SK-MEL-28. Synergy scores: CSS=-2.37, Synergy_ZIP=3.63, Synergy_Bliss=5.81, Synergy_Loewe=-4.97, Synergy_HSA=-2.15. (5) Drug 1: C1CNP(=O)(OC1)N(CCCl)CCCl. Drug 2: B(C(CC(C)C)NC(=O)C(CC1=CC=CC=C1)NC(=O)C2=NC=CN=C2)(O)O. Cell line: HCT116. Synergy scores: CSS=46.4, Synergy_ZIP=0.0749, Synergy_Bliss=-0.429, Synergy_Loewe=-50.8, Synergy_HSA=-0.223.